From a dataset of Full USPTO retrosynthesis dataset with 1.9M reactions from patents (1976-2016). Predict the reactants needed to synthesize the given product. The reactants are: [CH3:1][C:2]([O:5][C:6]([NH:8][CH2:9][C:10](N(OC)C)=[O:11])=[O:7])([CH3:4])[CH3:3].C[Mg+].[Br-].[C:19]1(C)[CH:24]=C[CH:22]=[CH:21][CH:20]=1.[CH2:26]1[CH2:30][O:29][CH2:28][CH2:27]1.Cl. Given the product [CH3:28][O:29][C:30]1[CH:26]=[CH:27][C:20]([CH2:21][CH2:22][C:10](=[O:11])[CH2:9][NH:8][C:6](=[O:7])[O:5][C:2]([CH3:1])([CH3:3])[CH3:4])=[CH:19][CH:24]=1, predict the reactants needed to synthesize it.